From a dataset of Reaction yield outcomes from USPTO patents with 853,638 reactions. Predict the reaction yield, written as a fraction of the theoretical maximum amount of product (1.0 means a 100% yield; for example, 0.34 means a 34% yield). (1) The reactants are O[C@H:2]([CH3:15])[C:3]([C:5]1[C:14]2[C:9](=[CH:10][CH:11]=[CH:12][CH:13]=2)[CH:8]=[CH:7][CH:6]=1)=[O:4].CN(C1C2C(N(C)C)=CC=CC=2C=CC=1)C.S(OS(C(F)(F)F)(=O)=O)(C(F)(F)F)(=O)=O.[NH2:47][C:48]([CH3:52])([CH3:51])[CH2:49][OH:50]. The catalyst is CC#N. The product is [C:5]1([C@:3]2([OH:4])[O:50][CH2:49][C:48]([CH3:52])([CH3:51])[NH:47][C@H:2]2[CH3:15])[C:14]2[C:9](=[CH:10][CH:11]=[CH:12][CH:13]=2)[CH:8]=[CH:7][CH:6]=1. The yield is 0.860. (2) The reactants are [C:1]1(=O)[CH2:6][CH2:5][CH2:4][CH2:3][CH2:2]1.[CH3:8][N:9]([CH3:11])[NH2:10].O.C1(C)C=CC(S(O)(=O)=O)=CC=1. The catalyst is C(O)C. The product is [C:1]1(=[N:10][N:9]([CH3:11])[CH3:8])[CH2:6][CH2:5][CH2:4][CH2:3][CH2:2]1. The yield is 0.870. (3) The reactants are [CH2:1]([O:8][C@@H:9]1[C@@H:17]([O:18][CH2:19][C:20]2[CH:25]=[CH:24][CH:23]=[CH:22][CH:21]=2)[CH2:16][O:15][C:14](=[O:26])[C@@H:13]([NH:27]C(=O)OCC2C=CC=CC=2)[CH2:12][O:11][CH2:10]1)[C:2]1[CH:7]=[CH:6][CH:5]=[CH:4][CH:3]=1.CCOC(C)=O.N.C(O)C. The catalyst is CO.[Pd]. The product is [NH2:27][C@H:13]1[CH2:12][O:11][CH2:10][C@H:9]([O:8][CH2:1][C:2]2[CH:7]=[CH:6][CH:5]=[CH:4][CH:3]=2)[C@@H:17]([O:18][CH2:19][C:20]2[CH:25]=[CH:24][CH:23]=[CH:22][CH:21]=2)[CH2:16][O:15][C:14]1=[O:26]. The yield is 0.910.